Task: Predict the product of the given reaction.. Dataset: Forward reaction prediction with 1.9M reactions from USPTO patents (1976-2016) (1) Given the reactants B.O1CCCC1.O1CCCC1.[NH2:12][C:13]1[CH:21]=[C:20]([N+:22]([O-:24])=[O:23])[CH:19]=[CH:18][C:14]=1[C:15]([NH2:17])=O.Cl, predict the reaction product. The product is: [NH2:12][C:13]1[CH:21]=[C:20]([N+:22]([O-:24])=[O:23])[CH:19]=[CH:18][C:14]=1[CH2:15][NH2:17]. (2) Given the reactants FC(F)(F)C(O)=O.[Cl:8][C:9]1[CH:10]=[C:11]([C:15]2[CH:27]=[CH:26][C:18]([C:19]([O:21]C(C)(C)C)=[O:20])=[C:17]([NH:28][C:29]3[CH:34]=[CH:33][CH:32]=[C:31]([OH:35])[CH:30]=3)[CH:16]=2)[CH:12]=[CH:13][CH:14]=1, predict the reaction product. The product is: [Cl:8][C:9]1[CH:10]=[C:11]([C:15]2[CH:27]=[CH:26][C:18]([C:19]([OH:21])=[O:20])=[C:17]([NH:28][C:29]3[CH:34]=[CH:33][CH:32]=[C:31]([OH:35])[CH:30]=3)[CH:16]=2)[CH:12]=[CH:13][CH:14]=1. (3) Given the reactants [NH2:1][C:2]1[CH:3]=[C:4]([CH:9]=[CH:10][C:11]=1[O:12][CH3:13])[C:5]([O:7][CH3:8])=[O:6].[CH3:14][S:15](Cl)(=[O:17])=[O:16], predict the reaction product. The product is: [CH3:13][O:12][C:11]1[CH:10]=[CH:9][C:4]([C:5]([O:7][CH3:8])=[O:6])=[CH:3][C:2]=1[NH:1][S:15]([CH3:14])(=[O:17])=[O:16].